Dataset: Peptide-MHC class I binding affinity with 185,985 pairs from IEDB/IMGT. Task: Regression. Given a peptide amino acid sequence and an MHC pseudo amino acid sequence, predict their binding affinity value. This is MHC class I binding data. (1) The peptide sequence is RILTIPQSL. The MHC is HLA-A03:01 with pseudo-sequence HLA-A03:01. The binding affinity (normalized) is 0. (2) The peptide sequence is FARQNNGAF. The MHC is HLA-B45:06 with pseudo-sequence HLA-B45:06. The binding affinity (normalized) is 0.213. (3) The peptide sequence is IYDYLRLLY. The MHC is HLA-A31:01 with pseudo-sequence HLA-A31:01. The binding affinity (normalized) is 0.0847. (4) The peptide sequence is KLFIRQEEV. The MHC is HLA-B08:01 with pseudo-sequence HLA-B08:01. The binding affinity (normalized) is 0.265. (5) The peptide sequence is DRLHPPNKL. The MHC is HLA-B15:01 with pseudo-sequence HLA-B15:01. The binding affinity (normalized) is 0.0847. (6) The peptide sequence is TTTFITVLT. The MHC is HLA-A02:06 with pseudo-sequence HLA-A02:06. The binding affinity (normalized) is 0.353. (7) The peptide sequence is HPLADNKFAL. The MHC is HLA-B54:01 with pseudo-sequence HLA-B54:01. The binding affinity (normalized) is 0.180.